From a dataset of Forward reaction prediction with 1.9M reactions from USPTO patents (1976-2016). Predict the product of the given reaction. (1) Given the reactants [Br:1][C:2]1[CH:11]=[CH:10][CH:9]=[C:8]2[C:3]=1[CH2:4][CH2:5][N:6]([C:16](=[O:26])[CH2:17][NH:18]C(OC(C)(C)C)=O)[CH:7]2[CH2:12][C:13]([OH:15])=[O:14].[ClH:27], predict the reaction product. The product is: [Cl-:27].[Br:1][C:2]1[CH:11]=[CH:10][CH:9]=[C:8]2[C:3]=1[CH2:4][CH2:5][N:6]([C:16](=[O:26])[CH2:17][NH3+:18])[CH:7]2[CH2:12][C:13]([OH:15])=[O:14]. (2) Given the reactants [N:1]1[CH:6]=[CH:5][C:4](B(O)O)=[CH:3][CH:2]=1.[Br:10][C:11]1[CH:16]=[CH:15][C:14](I)=[CH:13][CH:12]=1.C([O-])([O-])=O.[Na+].[Na+], predict the reaction product. The product is: [Br:10][C:11]1[CH:16]=[CH:15][C:14]([C:4]2[CH:5]=[CH:6][N:1]=[CH:2][CH:3]=2)=[CH:13][CH:12]=1. (3) Given the reactants [Cl:1][C:2]1[S:14][C:5]2[NH:6][C:7](=[O:13])[C:8]([C:11]#[N:12])=[C:9]([OH:10])[C:4]=2[C:3]=1[C:15]1[CH:25]=[CH:24][C:18]([O:19][CH2:20][C:21]([OH:23])=O)=[CH:17][CH:16]=1.C[CH2:27][N:28]=C=NCCCN(C)C.C1C=CC2N(O)N=NC=2C=1.CN1CCOCC1.CN, predict the reaction product. The product is: [Cl:1][C:2]1[S:14][C:5]2[NH:6][C:7](=[O:13])[C:8]([C:11]#[N:12])=[C:9]([OH:10])[C:4]=2[C:3]=1[C:15]1[CH:16]=[CH:17][C:18]([O:19][CH2:20][C:21]([NH:28][CH3:27])=[O:23])=[CH:24][CH:25]=1. (4) Given the reactants [Br:1][C:2]1[C:3]([CH3:9])=[C:4]([NH2:8])[CH:5]=[CH:6][CH:7]=1.[NH2:10][OH:11].OS(O)(=O)=O.Cl.Cl[C:19](Cl)(Cl)[CH:20]([OH:22])O.[O-]S([O-])(=O)=O.[Na+].[Na+], predict the reaction product. The product is: [Br:1][C:2]1[C:3]([CH3:9])=[C:4]([NH:8][C:20](=[O:22])[CH:19]=[N:10][OH:11])[CH:5]=[CH:6][CH:7]=1. (5) Given the reactants [CH3:1][O:2][P:3]([CH2:7][CH:8]=[CH:9][CH2:10][CH:11]([CH2:15][C:16]([CH3:33])=[CH:17][CH2:18][C:19]1[C:20]([OH:32])=[C:21]2[C:25](=[C:26]([CH3:30])[C:27]=1[O:28][CH3:29])[CH2:24][O:23][C:22]2=[O:31])[C:12]([OH:14])=[O:13])([O:5][CH3:6])=[O:4].[CH3:34][Si:35]([CH:38](O)[CH3:39])([CH3:37])[CH3:36].C1(P([C:54]2[CH:59]=CC=CC=2)C2C=CC=CC=2)C=CC=CC=1.N(C(OCC)=O)=NC(OCC)=O, predict the reaction product. The product is: [CH3:34][Si:35]([CH3:37])([CH3:36])[CH2:38][CH2:39][O:13][C:12](=[O:14])[CH:11]([CH2:10][CH:9]=[CH:8][CH2:7][P:3]([O:5][CH3:6])([O:2][CH3:1])=[O:4])[CH2:15][C:16]([CH3:33])=[CH:17][CH2:18][C:19]1[C:20]([O:32][CH2:54][CH2:59][Si:35]([CH3:37])([CH3:36])[CH3:34])=[C:21]2[C:25](=[C:26]([CH3:30])[C:27]=1[O:28][CH3:29])[CH2:24][O:23][C:22]2=[O:31]. (6) Given the reactants [CH2:1]([O:3][CH2:4][CH2:5][O:6][C:7]1[CH:12]=[C:11]([CH3:13])[C:10]([C:14]2[CH:19]=[CH:18][CH:17]=[C:16]([CH2:20][NH:21][C:22]3[CH:27]=[CH:26][C:25]([CH2:28][CH2:29][C:30]([O:32]C)=[O:31])=[CH:24][CH:23]=3)[CH:15]=2)=[C:9]([CH3:34])[CH:8]=1)[CH3:2].[OH-].[Na+].O.C(O)(=O)CC(CC(O)=O)(C(O)=O)O, predict the reaction product. The product is: [CH2:1]([O:3][CH2:4][CH2:5][O:6][C:7]1[CH:12]=[C:11]([CH3:13])[C:10]([C:14]2[CH:19]=[CH:18][CH:17]=[C:16]([CH2:20][NH:21][C:22]3[CH:23]=[CH:24][C:25]([CH2:28][CH2:29][C:30]([OH:32])=[O:31])=[CH:26][CH:27]=3)[CH:15]=2)=[C:9]([CH3:34])[CH:8]=1)[CH3:2]. (7) The product is: [CH3:28][C:23]1[CH:22]=[C:21]([C:20]2[N:4]([NH:5][C:6](=[O:16])[C:7]3[CH:12]=[CH:11][CH:10]=[C:9]([O:13][CH3:14])[C:8]=3[CH3:15])[C:1]([CH3:3])([CH3:2])[O:18][N:19]=2)[CH:26]=[C:25]([CH3:27])[CH:24]=1. Given the reactants [C:1](=[N:4][NH:5][C:6](=[O:16])[C:7]1[CH:12]=[CH:11][CH:10]=[C:9]([O:13][CH3:14])[C:8]=1[CH3:15])([CH3:3])[CH3:2].Cl[O:18][N:19]=[CH:20][C:21]1[CH:26]=[C:25]([CH3:27])[CH:24]=[C:23]([CH3:28])[CH:22]=1.C(Cl)(Cl)Cl.C([O-])([O-])=O.[K+].[K+], predict the reaction product.